From a dataset of NCI-60 drug combinations with 297,098 pairs across 59 cell lines. Regression. Given two drug SMILES strings and cell line genomic features, predict the synergy score measuring deviation from expected non-interaction effect. Drug 1: CCC1(CC2CC(C3=C(CCN(C2)C1)C4=CC=CC=C4N3)(C5=C(C=C6C(=C5)C78CCN9C7C(C=CC9)(C(C(C8N6C=O)(C(=O)OC)O)OC(=O)C)CC)OC)C(=O)OC)O.OS(=O)(=O)O. Drug 2: CC1=C(N=C(N=C1N)C(CC(=O)N)NCC(C(=O)N)N)C(=O)NC(C(C2=CN=CN2)OC3C(C(C(C(O3)CO)O)O)OC4C(C(C(C(O4)CO)O)OC(=O)N)O)C(=O)NC(C)C(C(C)C(=O)NC(C(C)O)C(=O)NCCC5=NC(=CS5)C6=NC(=CS6)C(=O)NCCC[S+](C)C)O. Cell line: RXF 393. Synergy scores: CSS=13.7, Synergy_ZIP=-4.61, Synergy_Bliss=-1.74, Synergy_Loewe=-2.67, Synergy_HSA=-1.47.